This data is from Reaction yield outcomes from USPTO patents with 853,638 reactions. The task is: Predict the reaction yield, written as a fraction of the theoretical maximum amount of product (1.0 means a 100% yield; for example, 0.34 means a 34% yield). (1) The reactants are CS(O[CH2:6][C:7]1[C:8]([CH3:34])=[N:9][C:10]([CH2:29][C:30]([CH3:33])([CH3:32])[CH3:31])=[C:11]([CH2:20][NH:21][C:22]([O:24][C:25]([CH3:28])([CH3:27])[CH3:26])=[O:23])[C:12]=1[C:13]1[CH:18]=[CH:17][C:16]([CH3:19])=[CH:15][CH:14]=1)(=O)=O.[C-:35]#[N:36].[K+].C(OCC)(=O)C. The catalyst is CS(C)=O. The product is [C:35]([CH2:6][C:7]1[C:12]([C:13]2[CH:18]=[CH:17][C:16]([CH3:19])=[CH:15][CH:14]=2)=[C:11]([CH2:20][NH:21][C:22](=[O:23])[O:24][C:25]([CH3:27])([CH3:28])[CH3:26])[C:10]([CH2:29][C:30]([CH3:31])([CH3:33])[CH3:32])=[N:9][C:8]=1[CH3:34])#[N:36]. The yield is 0.630. (2) The yield is 0.950. The product is [Br:1][C:2]1[C:3]([CH2:10][O:11][CH2:21][O:22][CH3:23])=[N:4][C:5]([O:8][CH3:9])=[CH:6][CH:7]=1. The reactants are [Br:1][C:2]1[C:3]([CH2:10][OH:11])=[N:4][C:5]([O:8][CH3:9])=[CH:6][CH:7]=1.C(N(CC)C(C)C)(C)C.[CH3:21][O:22][CH2:23]Cl.CO. The catalyst is ClCCl. (3) The reactants are C(OC([NH:8][C:9]1[S:10][C:11]([CH2:14][P:15](=[O:22])([O:19][CH2:20][CH3:21])[O:16][CH2:17][CH3:18])=[CH:12][N:13]=1)=O)(C)(C)C.C(O)(C(F)(F)F)=O. The catalyst is C(Cl)Cl. The product is [NH2:8][C:9]1[S:10][C:11]([CH2:14][P:15](=[O:22])([O:19][CH2:20][CH3:21])[O:16][CH2:17][CH3:18])=[CH:12][N:13]=1. The yield is 0.447.